This data is from Forward reaction prediction with 1.9M reactions from USPTO patents (1976-2016). The task is: Predict the product of the given reaction. (1) Given the reactants [F:1][C:2]1[CH:21]=[C:20]([N+:22]([O-])=O)[CH:19]=[CH:18][C:3]=1[O:4][C:5]1[C:14]2[C:9](=[CH:10][C:11]([OH:17])=[C:12]([O:15][CH3:16])[CH:13]=2)[N:8]=[CH:7][CH:6]=1.Cl[CH2:26][CH2:27][CH2:28][N:29]1[CH2:34][CH2:33][N:32]([CH3:35])[CH2:31][CH2:30]1, predict the reaction product. The product is: [F:1][C:2]1[CH:21]=[C:20]([CH:19]=[CH:18][C:3]=1[O:4][C:5]1[C:14]2[C:9](=[CH:10][C:11]([O:17][CH2:26][CH2:27][CH2:28][N:29]3[CH2:34][CH2:33][N:32]([CH3:35])[CH2:31][CH2:30]3)=[C:12]([O:15][CH3:16])[CH:13]=2)[N:8]=[CH:7][CH:6]=1)[NH2:22]. (2) Given the reactants [CH2:1]([N:8]1[C:20]2[CH2:19][CH2:18][CH2:17][CH2:16][C:15]=2[C:14]2[C:9]1=[CH:10][CH:11]=[C:12]([C:21]1[CH:26]=[CH:25][C:24]([O:27]C)=[CH:23][CH:22]=1)[CH:13]=2)[C:2]1[CH:7]=[CH:6][CH:5]=[CH:4][CH:3]=1.B(Br)(Br)Br, predict the reaction product. The product is: [CH2:1]([N:8]1[C:9]2[CH:10]=[CH:11][C:12]([C:21]3[CH:22]=[CH:23][C:24]([OH:27])=[CH:25][CH:26]=3)=[CH:13][C:14]=2[C:15]2[CH2:16][CH2:17][CH2:18][CH2:19][C:20]1=2)[C:2]1[CH:3]=[CH:4][CH:5]=[CH:6][CH:7]=1. (3) Given the reactants [F:1][CH2:2][CH2:3][N:4]1[C:9](=[O:10])[C:8]2[C:11]([C:32]3[CH:37]=[CH:36][CH:35]=[CH:34][CH:33]=3)=[C:12]([C:14]3[CH:19]=[CH:18][C:17]([C:20]4([NH:24][C:25](=[O:31])[O:26][C:27]([CH3:30])([CH3:29])[CH3:28])[CH2:23][CH2:22][CH2:21]4)=[CH:16][CH:15]=3)[O:13][C:7]=2[N:6]=[C:5]1[S:38][CH3:39].[OH:40]OS([O-])=O.[K+], predict the reaction product. The product is: [F:1][CH2:2][CH2:3][N:4]1[C:9](=[O:10])[C:8]2[C:11]([C:32]3[CH:33]=[CH:34][CH:35]=[CH:36][CH:37]=3)=[C:12]([C:14]3[CH:15]=[CH:16][C:17]([C:20]4([NH:24][C:25](=[O:31])[O:26][C:27]([CH3:29])([CH3:30])[CH3:28])[CH2:21][CH2:22][CH2:23]4)=[CH:18][CH:19]=3)[O:13][C:7]=2[N:6]=[C:5]1[S:38]([CH3:39])=[O:40]. (4) Given the reactants [BH4-].[Na+].[Si:3]([O:10][CH2:11][C:12]1[C:13]2[N:14]([N:20]=[C:21]([C:23]([F:26])([F:25])[F:24])[CH:22]=2)[C:15]([CH:18]=[O:19])=[CH:16][CH:17]=1)([C:6]([CH3:9])([CH3:8])[CH3:7])([CH3:5])[CH3:4].[Cl-].[NH4+], predict the reaction product. The product is: [Si:3]([O:10][CH2:11][C:12]1[C:13]2[N:14]([N:20]=[C:21]([C:23]([F:24])([F:25])[F:26])[CH:22]=2)[C:15]([CH2:18][OH:19])=[CH:16][CH:17]=1)([C:6]([CH3:9])([CH3:7])[CH3:8])([CH3:5])[CH3:4].